Predict which catalyst facilitates the given reaction. From a dataset of Catalyst prediction with 721,799 reactions and 888 catalyst types from USPTO. (1) Reactant: [Cl:1][C:2]1[C:14]([Cl:15])=[CH:13][CH:12]=[C:11]2[C:3]=1[C:4]1[CH2:5][CH2:6][CH2:7][C:8](=[O:23])[C:9]=1[N:10]2C(OC(C)(C)C)=O.C(O)(C(F)(F)F)=O.C([O-])(O)=O.[Na+]. Product: [Cl:1][C:2]1[C:14]([Cl:15])=[CH:13][CH:12]=[C:11]2[C:3]=1[C:4]1[CH2:5][CH2:6][CH2:7][C:8](=[O:23])[C:9]=1[NH:10]2. The catalyst class is: 2. (2) Reactant: [Cl:1][C:2]1[CH:3]=[CH:4][C:5]([O:29][CH:30]([F:32])[F:31])=[C:6]([C:8]2[C:12]([NH:13][C:14]([C:16]3[CH:17]=[N:18][N:19]4[CH:24]=[CH:23][CH:22]=[N:21][C:20]=34)=[O:15])=[CH:11][N:10]([CH2:25][C:26](O)=[O:27])[N:9]=2)[CH:7]=1.CCN(C(C)C)C(C)C.Cl.[CH3:43][N:44]1[CH2:49][CH2:48][NH:47][CH:46]([CH3:50])[CH2:45]1.CN(C(ON1N=NC2C=CC=NC1=2)=[N+](C)C)C.F[P-](F)(F)(F)(F)F. Product: [Cl:1][C:2]1[CH:3]=[CH:4][C:5]([O:29][CH:30]([F:31])[F:32])=[C:6]([C:8]2[C:12]([NH:13][C:14]([C:16]3[CH:17]=[N:18][N:19]4[CH:24]=[CH:23][CH:22]=[N:21][C:20]=34)=[O:15])=[CH:11][N:10]([CH2:25][C:26]([N:47]3[CH2:48][CH2:49][N:44]([CH3:43])[CH2:45][CH:46]3[CH3:50])=[O:27])[N:9]=2)[CH:7]=1. The catalyst class is: 735. (3) Reactant: [NH2:1][C:2]1[N:7]=[C:6](S(C)(=O)=O)[C:5]([C:12]#[N:13])=[C:4]([C:14]2[CH:19]=[C:18]([O:20][CH3:21])[C:17]([O:22][CH3:23])=[C:16]([O:24][CH3:25])[CH:15]=2)[N:3]=1.[CH:26]1([NH2:32])[CH2:31][CH2:30][CH2:29][CH2:28][CH2:27]1. Product: [NH2:1][C:2]1[N:7]=[C:6]([NH:32][CH:26]2[CH2:31][CH2:30][CH2:29][CH2:28][CH2:27]2)[C:5]([C:12]#[N:13])=[C:4]([C:14]2[CH:19]=[C:18]([O:20][CH3:21])[C:17]([O:22][CH3:23])=[C:16]([O:24][CH3:25])[CH:15]=2)[N:3]=1. The catalyst class is: 57. (4) Reactant: [NH2:1][C:2]1[CH:3]=[N:4][CH:5]=[CH:6][CH:7]=1.N1C=CC=CC=1.Cl[C:15](OC1C=CC=CC=1)=[O:16].[Cl:24][C:25]1[CH:31]=[C:30]([O:32][C:33]2[C:34]3[N:41]([CH3:42])[CH:40]=[CH:39][C:35]=3[N:36]=[CH:37][N:38]=2)[CH:29]=[CH:28][C:26]=1[NH2:27]. Product: [Cl:24][C:25]1[CH:31]=[C:30]([O:32][C:33]2[C:34]3[N:41]([CH3:42])[CH:40]=[CH:39][C:35]=3[N:36]=[CH:37][N:38]=2)[CH:29]=[CH:28][C:26]=1[NH:27][C:15]([NH:1][C:2]1[CH:3]=[N:4][CH:5]=[CH:6][CH:7]=1)=[O:16]. The catalyst class is: 60. (5) Reactant: [CH3:1][C:2]1[CH:21]=[C:5]2[N:6]=[CH:7][C:8]3[CH:13]=[C:12]([C:14]4[CH:19]=[CH:18][CH:17]=[CH:16][CH:15]=4)[C:11](=[O:20])[NH:10][C:9]=3[N:4]2[N:3]=1.[Li]C.[C:24](OCC)(=O)C. Product: [CH3:1][C:2]1[CH:21]=[C:5]2[N:6]=[C:7]([CH3:24])[C:8]3[CH:13]=[C:12]([C:14]4[CH:15]=[CH:16][CH:17]=[CH:18][CH:19]=4)[C:11](=[O:20])[NH:10][C:9]=3[N:4]2[N:3]=1. The catalyst class is: 725. (6) Reactant: Cl.Cl.[NH2:3][CH2:4][CH2:5][N:6]1[C:14]2[C:13]([NH:15][C:16]3[CH:21]=[CH:20][C:19]([O:22][C:23]4[CH:28]=[CH:27][CH:26]=[C:25]([C:29]([F:32])([F:31])[F:30])[CH:24]=4)=[C:18]([Cl:33])[CH:17]=3)=[N:12][CH:11]=[N:10][C:9]=2[CH:8]=[CH:7]1.[OH:34][CH2:35][C:36]([CH3:41])([CH3:40])[C:37](O)=[O:38].Cl.C(N=C=NCCCN(C)C)C.O.ON1C2C=CC=CC=2N=N1. Product: [ClH:33].[Cl:33][C:18]1[CH:17]=[C:16]([NH:15][C:13]2[C:14]3[N:6]([CH2:5][CH2:4][NH:3][C:35](=[O:34])[C:36]([CH3:41])([CH3:40])[CH2:37][OH:38])[CH:7]=[CH:8][C:9]=3[N:10]=[CH:11][N:12]=2)[CH:21]=[CH:20][C:19]=1[O:22][C:23]1[CH:28]=[CH:27][CH:26]=[C:25]([C:29]([F:32])([F:31])[F:30])[CH:24]=1. The catalyst class is: 681. (7) Reactant: C(OC(=O)N[C@@H:8]([CH:38]1[CH2:43][CH2:42][CH2:41][CH2:40][CH2:39]1)[C:9]([N:11]1[C@H:16]([C:17](=[O:29])[NH:18][C@H:19]2[C:28]3[C:23](=[CH:24][CH:25]=[CH:26][CH:27]=3)[O:22][CH2:21][CH2:20]2)[CH2:15][N:14]2[CH2:30][C@H:31]([O:33][CH2:34][CH:35]3[CH2:37][CH2:36]3)[CH2:32][C@@H:13]2[CH2:12]1)=[O:10])(C)(C)C.C(OCC)(=O)C.Cl.[C:52]([O:56][C:57]([N:59]([CH3:65])[C@H:60]([C:62](O)=[O:63])[CH3:61])=[O:58])([CH3:55])([CH3:54])[CH3:53].Cl.C([N:69]=C=NCCCN(C)C)C.ON1C2C=CC=CC=2N=N1.C(N(CC)C(C)C)(C)C. Product: [C:52]([O:56][C:57](=[O:58])[N:59]([C@@H:60]([CH3:61])[C:62]([NH:69][C@@H:8]([CH:38]1[CH2:43][CH2:42][CH2:41][CH2:40][CH2:39]1)[C:9]([N:11]1[C@H:16]([C:17](=[O:29])[NH:18][C@H:19]2[C:28]3[C:23](=[CH:24][CH:25]=[CH:26][CH:27]=3)[O:22][CH2:21][CH2:20]2)[CH2:15][N:14]2[CH2:30][C@H:31]([O:33][CH2:34][CH:35]3[CH2:36][CH2:37]3)[CH2:32][C@@H:13]2[CH2:12]1)=[O:10])=[O:63])[CH3:65])([CH3:55])([CH3:54])[CH3:53]. The catalyst class is: 434. (8) Reactant: [N:1]([CH2:4][C@@H:5]([O:15][Si:16]([CH2:21][CH3:22])([CH2:19][CH3:20])[CH2:17][CH3:18])[CH2:6][O:7][Si](CC)(CC)CC)=[N+:2]=[N-:3].CO.O.Cl. Product: [N:1]([CH2:4][C@@H:5]([O:15][Si:16]([CH2:17][CH3:18])([CH2:21][CH3:22])[CH2:19][CH3:20])[CH2:6][OH:7])=[N+:2]=[N-:3]. The catalyst class is: 220. (9) Reactant: F[P-](F)(F)(F)(F)F.[N:8]1(OC(N(C)C)=[N+](C)C)[C:12]2N=CC=C[C:11]=2N=N1.[CH3:25][O:26][C:27]1[CH:32]=[CH:31][CH:30]=[CH:29][C:28]=1[C:33]1[C:41]2[C:36](=[N:37][CH:38]=[C:39]([C:42]3[CH:43]=[C:44]([C:51]([N:53]([CH3:55])[CH3:54])=[O:52])[CH:45]=[C:46]([CH:50]=3)[C:47](O)=[O:48])[CH:40]=2)[N:35](COCC[Si](C)(C)C)[N:34]=1.C(N)C.C(N(C(C)C)CC)(C)C. Product: [CH2:12]([NH:8][C:47](=[O:48])[C:46]1[CH:50]=[C:42]([C:39]2[CH:40]=[C:41]3[C:33]([C:28]4[CH:29]=[CH:30][CH:31]=[CH:32][C:27]=4[O:26][CH3:25])=[N:34][NH:35][C:36]3=[N:37][CH:38]=2)[CH:43]=[C:44]([C:51]([N:53]([CH3:55])[CH3:54])=[O:52])[CH:45]=1)[CH3:11]. The catalyst class is: 7.